This data is from Reaction yield outcomes from USPTO patents with 853,638 reactions. The task is: Predict the reaction yield, written as a fraction of the theoretical maximum amount of product (1.0 means a 100% yield; for example, 0.34 means a 34% yield). (1) The reactants are [CH2:1]([NH:9][C:10](=[O:12])[CH3:11])[CH2:2][C:3]1[CH:8]=[CH:7][CH:6]=[CH:5][CH:4]=1.[C:13](Cl)(=[O:15])[CH3:14].[Cl-].[Al+3].[Cl-].[Cl-]. The catalyst is C(Cl)Cl. The product is [C:13]([C:6]1[CH:7]=[CH:8][C:3]([CH2:2][CH2:1][NH:9][C:10](=[O:12])[CH3:11])=[CH:4][CH:5]=1)(=[O:15])[CH3:14]. The yield is 0.920. (2) The reactants are [NH2:1][C:2](=O)[CH2:3][N:4]1[C:13](=[O:14])[C:12]2[C:7](=[CH:8][CH:9]=[CH:10][CH:11]=2)[C:6]([C:15]2[C:23]3[C:18](=[CH:19][CH:20]=[C:21]([Cl:24])[CH:22]=3)[N:17]([CH2:25][C:26]([OH:28])=[O:27])[C:16]=2[CH3:29])=[N:5]1.COC(OC)[N:34]([CH3:36])C.O.[NH2:40]N.C(O)(=O)C. The catalyst is COCCOC.O. The product is [N:34]1[N:40]=[C:2]([CH2:3][N:4]2[C:13](=[O:14])[C:12]3[C:7](=[CH:8][CH:9]=[CH:10][CH:11]=3)[C:6]([C:15]3[C:23]4[C:18](=[CH:19][CH:20]=[C:21]([Cl:24])[CH:22]=4)[N:17]([CH2:25][C:26]([OH:28])=[O:27])[C:16]=3[CH3:29])=[N:5]2)[NH:1][CH:36]=1. The yield is 0.340. (3) The reactants are Br[C:2]1[S:6][C:5]([CH2:7][O:8][C:9]2[C:10]([F:19])=[C:11]([C:15]([F:18])=[CH:16][CH:17]=2)[C:12]([NH2:14])=[O:13])=[N:4][C:3]=1[C:20]1[CH:25]=[CH:24][C:23]([O:26][CH3:27])=[CH:22][CH:21]=1.O.[OH-].[Na+]. The catalyst is C(O)(=O)C.[Zn]. The product is [F:19][C:10]1[C:9]([O:8][CH2:7][C:5]2[S:6][CH:2]=[C:3]([C:20]3[CH:25]=[CH:24][C:23]([O:26][CH3:27])=[CH:22][CH:21]=3)[N:4]=2)=[CH:17][CH:16]=[C:15]([F:18])[C:11]=1[C:12]([NH2:14])=[O:13]. The yield is 0.500. (4) The reactants are [F:1][C:2]1[CH:7]=[CH:6][CH:5]=[C:4]([F:8])[C:3]=1[N:9]1[C:14]2[N:15]=[C:16]([NH:30][CH2:31][CH2:32][N:33]([CH3:35])[CH3:34])[N:17]=[C:18]([C:19]3[CH:20]=[C:21]([CH:25]=[C:26]([F:29])[C:27]=3[CH3:28])[C:22]([OH:24])=O)[C:13]=2[CH2:12][NH:11][C:10]1=[O:36].[NH2:37][C:38]1[CH:43]=[CH:42][CH:41]=[CH:40][CH:39]=1.CN(C(ON1N=NC2C=CC=CC1=2)=[N+](C)C)C.F[P-](F)(F)(F)(F)F. The catalyst is C(Cl)Cl. The product is [F:8][C:4]1[CH:5]=[CH:6][CH:7]=[C:2]([F:1])[C:3]=1[N:9]1[C:14]2[N:15]=[C:16]([NH:30][CH2:31][CH2:32][N:33]([CH3:35])[CH3:34])[N:17]=[C:18]([C:19]3[CH:20]=[C:21]([CH:25]=[C:26]([F:29])[C:27]=3[CH3:28])[C:22]([NH:37][C:38]3[CH:43]=[CH:42][CH:41]=[CH:40][CH:39]=3)=[O:24])[C:13]=2[CH2:12][NH:11][C:10]1=[O:36]. The yield is 0.350. (5) The reactants are B(Br)(Br)Br.C[O:6][C:7]1[CH:8]=[C:9]2[C:13](=[N:14][CH:15]=1)[NH:12][CH:11]=[CH:10]2.O. The catalyst is C(Cl)Cl. The product is [OH:6][C:7]1[CH:8]=[C:9]2[C:13](=[N:14][CH:15]=1)[NH:12][CH:11]=[CH:10]2. The yield is 0.710. (6) The reactants are [N+:1]([C:4]1[CH:9]=[CH:8][C:7]([C:10]2[C:18]3[C:13](=[N:14][CH:15]=[N:16][C:17]=3[NH2:19])[S:12][N:11]=2)=[CH:6][CH:5]=1)([O-])=O.[NH4+].[Cl-]. The catalyst is [Fe].C(O)C.O. The product is [NH2:1][C:4]1[CH:9]=[CH:8][C:7]([C:10]2[C:18]3[C:13](=[N:14][CH:15]=[N:16][C:17]=3[NH2:19])[S:12][N:11]=2)=[CH:6][CH:5]=1. The yield is 0.970. (7) The reactants are [CH2:1]([O:3][C:4](=[O:26])[C:5]([O:8][C:9]1[CH:14]=[CH:13][C:12]([O:15][C:16]2[CH:21]=[CH:20][C:19](Br)=[C:18]([C:23]#[N:24])[CH:17]=2)=[CH:11][C:10]=1[CH3:25])([CH3:7])[CH3:6])[CH3:2].[CH3:27]C1C=CC=CC=1P(C1C=CC=CC=1C)C1C=CC=CC=1C.[Sn](C)(C)(C)C.Cl. The catalyst is CN(C=O)C.CC([O-])=O.CC([O-])=O.[Pd+2].CCN(CC)CC. The product is [CH2:1]([O:3][C:4](=[O:26])[C:5]([O:8][C:9]1[CH:14]=[CH:13][C:12]([O:15][C:16]2[CH:21]=[CH:20][C:19]([CH3:27])=[C:18]([C:23]#[N:24])[CH:17]=2)=[CH:11][C:10]=1[CH3:25])([CH3:7])[CH3:6])[CH3:2]. The yield is 0.270. (8) The reactants are [C:1]([O:5][C:6]([N:8]1[CH2:13][CH2:12][C@H:11]([C:14]([OH:16])=O)[CH2:10][C@@H:9]1[CH3:17])=[O:7])([CH3:4])([CH3:3])[CH3:2].[CH3:18][C:19]1([CH3:27])[O:24][C:23](=[O:25])[CH2:22][C:21](=[O:26])[O:20]1.Cl.CN(C)CCCN=C=NCC.O. The catalyst is ClCCl.CN(C)C1C=CN=CC=1. The product is [CH3:18][C:19]1([CH3:27])[O:24][C:23](=[O:25])[CH:22]([C:14]([C@H:11]2[CH2:12][CH2:13][N:8]([C:6]([O:5][C:1]([CH3:2])([CH3:3])[CH3:4])=[O:7])[C@@H:9]([CH3:17])[CH2:10]2)=[O:16])[C:21](=[O:26])[O:20]1. The yield is 0.790. (9) The reactants are [CH3:1][O:2][C:3]1[CH:41]=[CH:40][C:6]([CH2:7][N:8]([CH2:31][C:32]2[CH:37]=[CH:36][C:35]([O:38][CH3:39])=[CH:34][CH:33]=2)[C:9]2[N:14]=[C:13]([CH3:15])[N:12]=[C:11]([C:16]3[C:17]([NH:23][C:24]4[CH:25]=[CH:26][C:27]([NH2:30])=[N:28][CH:29]=4)=[N:18][CH:19]=[C:20]([Cl:22])[CH:21]=3)[N:10]=2)=[CH:5][CH:4]=1.N1C=CC=CC=1.[C:48](OC(=O)C)(=[O:50])[CH3:49]. The catalyst is CN(C=O)C. The product is [CH3:39][O:38][C:35]1[CH:34]=[CH:33][C:32]([CH2:31][N:8]([CH2:7][C:6]2[CH:5]=[CH:4][C:3]([O:2][CH3:1])=[CH:41][CH:40]=2)[C:9]2[N:14]=[C:13]([CH3:15])[N:12]=[C:11]([C:16]3[C:17]([NH:23][C:24]4[CH:25]=[CH:26][C:27]([NH:30][C:48](=[O:50])[CH3:49])=[N:28][CH:29]=4)=[N:18][CH:19]=[C:20]([Cl:22])[CH:21]=3)[N:10]=2)=[CH:37][CH:36]=1. The yield is 1.00.